Predict the reactants needed to synthesize the given product. From a dataset of Full USPTO retrosynthesis dataset with 1.9M reactions from patents (1976-2016). Given the product [Cl:13][C:14]1[N:19]=[C:18]([NH:1][C:2]2[C:11]([CH3:12])=[CH:10][CH:9]=[CH:8][C:3]=2[O:4][CH2:5][C:6]#[N:7])[C:17]([Cl:21])=[CH:16][N:15]=1.[NH2:1][C:2]1[C:11]([CH3:12])=[CH:10][CH:9]=[CH:8][C:3]=1[O:4][CH2:5][C:6]#[N:7], predict the reactants needed to synthesize it. The reactants are: [NH2:1][C:2]1[C:11]([CH3:12])=[CH:10][CH:9]=[CH:8][C:3]=1[O:4][CH2:5][C:6]#[N:7].[Cl:13][C:14]1[N:19]=[C:18](Cl)[C:17]([Cl:21])=[CH:16][N:15]=1.